Predict the reactants needed to synthesize the given product. From a dataset of Full USPTO retrosynthesis dataset with 1.9M reactions from patents (1976-2016). (1) The reactants are: Br[C:2]1[CH:3]=[C:4]([C:8]2[N:9]=[C:10]([CH:20]([CH3:22])[CH3:21])[NH:11][C:12]=2[C:13]2[CH:18]=[CH:17][CH:16]=[C:15]([CH3:19])[N:14]=2)[CH:5]=[CH:6][CH:7]=1.[C:23]([C:25]1[CH:30]=[CH:29][C:28](B(O)O)=[CH:27][CH:26]=1)#N.[OH2:34].[C:35](#[N:37])C. Given the product [CH:20]([C:10]1[NH:9][C:8]([C:4]2[CH:3]=[C:2]([C:28]3[CH:29]=[CH:30][C:25]([CH2:23][C:35]([NH2:37])=[O:34])=[CH:26][CH:27]=3)[CH:7]=[CH:6][CH:5]=2)=[C:12]([C:13]2[CH:18]=[CH:17][CH:16]=[C:15]([CH3:19])[N:14]=2)[N:11]=1)([CH3:22])[CH3:21], predict the reactants needed to synthesize it. (2) Given the product [Cl:1][C:2]1[C:10]([C:11]([O:13][CH3:14])=[O:12])=[CH:9][C:8]([CH3:15])=[C:7]2[C:3]=1[CH:4]=[CH:5][NH:6]2, predict the reactants needed to synthesize it. The reactants are: [Cl:1][C:2]1[C:10]([C:11]([O:13][CH3:14])=[O:12])=[CH:9][C:8]([CH3:15])=[C:7]2[C:3]=1[C:4](SC)=[CH:5][NH:6]2. (3) Given the product [O:34]1[CH:35]=[CH:36][CH:37]=[C:33]1[C:31]1[CH:30]=[CH:29][C:24]([C:25]([O:27][CH3:28])=[O:26])=[C:23]([NH:22][C:20](=[O:21])[C:19]2[CH:38]=[C:39]([N:42]3[CH2:43][CH2:44][CH2:45][CH2:46][CH2:47]3)[CH:40]=[CH:41][C:18]=2[OH:17])[CH:32]=1, predict the reactants needed to synthesize it. The reactants are: O.C([O-])=O.[Na+].C(O)(=O)C.C([O:17][C:18]1[CH:41]=[CH:40][C:39]([N:42]2[CH2:47][CH2:46][CH2:45][CH2:44][CH2:43]2)=[CH:38][C:19]=1[C:20]([NH:22][C:23]1[CH:32]=[C:31]([C:33]2[O:34][CH:35]=[CH:36][CH:37]=2)[CH:30]=[CH:29][C:24]=1[C:25]([O:27][CH3:28])=[O:26])=[O:21])C1C=CC=CC=1. (4) Given the product [F:1][C:2]1[CH:10]=[CH:9][C:8]2[NH:7][CH:6]=[CH:5][C:4]=2[C:3]=1[C:21]([NH2:31])=[O:23], predict the reactants needed to synthesize it. The reactants are: [F:1][C:2]1[CH:10]=[CH:9][C:8]2[N:7]([Si](CCC)(CCC)CCC)[CH:6]=[CH:5][C:4]=2[C:3]=1[C:21]([OH:23])=O.F[P-](F)(F)(F)(F)F.[N:31]1(OC(N(C)C)=[N+](C)C)C2N=CC=CC=2N=N1.O.N.O. (5) Given the product [ClH:31].[ClH:31].[NH2:24][C:19]1[CH:20]=[CH:21][CH:22]=[CH:23][C:18]=1[C:2](=[O:1])[CH2:3][CH2:4][CH:5]1[CH2:6][CH2:7][NH:8][CH2:9][CH2:10]1, predict the reactants needed to synthesize it. The reactants are: [O:1]=[C:2]([C:18]1[CH:23]=[CH:22][CH:21]=[CH:20][C:19]=1[NH:24]C1C=CC=CC=1)[CH2:3][CH2:4][CH:5]1[CH2:10][CH2:9][N:8](C(OC(C)(C)C)=O)[CH2:7][CH2:6]1.[ClH:31].